The task is: Predict the product of the given reaction.. This data is from Forward reaction prediction with 1.9M reactions from USPTO patents (1976-2016). (1) The product is: [Br:1][C:2]1[CH:7]=[CH:6][C:5]2[N:8]=[C:19]([CH2:18][O:17][C:16]3[CH:22]=[CH:23][C:13]([C:10]([NH2:11])=[O:12])=[CH:14][CH:15]=3)[NH:9][C:4]=2[CH:3]=1. Given the reactants [Br:1][C:2]1[CH:7]=[CH:6][C:5]([NH2:8])=[C:4]([NH2:9])[CH:3]=1.[C:10]([C:13]1[CH:23]=[CH:22][C:16]([O:17][CH2:18][C:19](O)=O)=[CH:15][CH:14]=1)(=[O:12])[NH2:11], predict the reaction product. (2) Given the reactants [H-].[Na+].[NH2:3][C:4]1[CH:13]=[CH:12][C:7]([C:8]([O:10][CH3:11])=[O:9])=[CH:6][CH:5]=1.[CH3:14][C:15](=[CH:17][CH2:18][CH2:19]/[C:20](=[CH:22]/CO)/[CH3:21])[CH3:16].CO, predict the reaction product. The product is: [NH2:3][C:4]1[CH:5]=[CH:6][C:7]([C:8]([O:10][CH2:11][CH:14]=[C:15]([CH3:16])[CH2:17][CH2:18][CH:19]=[C:20]([CH3:22])[CH3:21])=[O:9])=[CH:12][CH:13]=1. (3) Given the reactants [CH3:1][C:2]1([C:5]2[CH:14]=[CH:13][C:12]3[C:7](=[CH:8][CH:9]=[C:10]([C:15]([O:17]C)=[O:16])[CH:11]=3)[N:6]=2)[CH2:4][CH2:3]1.[OH-].[Na+], predict the reaction product. The product is: [CH3:1][C:2]1([C:5]2[CH:14]=[CH:13][C:12]3[C:7](=[CH:8][CH:9]=[C:10]([C:15]([OH:17])=[O:16])[CH:11]=3)[N:6]=2)[CH2:3][CH2:4]1. (4) Given the reactants [CH3:1][O:2][C:3]1[C:15]2[N:14]([CH3:16])[C:13]3[C:12](=[O:17])[N:11]([CH3:18])[CH2:10][CH2:9][C:8]=3[C:7]=2[C:6]([C:19]([OH:21])=[O:20])=[CH:5][CH:4]=1.[CH:22]1[C:27]([N+:28]([O-:30])=[O:29])=[CH:26][CH:25]=[C:24](O)[CH:23]=1.CCN=C=NCCCN(C)C.O, predict the reaction product. The product is: [CH3:1][O:2][C:3]1[C:15]2[N:14]([CH3:16])[C:13]3[C:12](=[O:17])[N:11]([CH3:18])[CH2:10][CH2:9][C:8]=3[C:7]=2[C:6]([C:19]([O:21][C:24]2[CH:23]=[CH:22][C:27]([N+:28]([O-:30])=[O:29])=[CH:26][CH:25]=2)=[O:20])=[CH:5][CH:4]=1. (5) Given the reactants [CH:1]1([NH:4][C:5](=[O:16])[NH:6][C:7]2[CH:12]=[CH:11][C:10](B(O)O)=[CH:9][CH:8]=2)[CH2:3][CH2:2]1.C(=O)([O-])[O-].[Na+].[Na+].Cl[C:24]1[N:29]=[C:28]([CH2:30][S:31]([CH:34]2[CH2:36][CH2:35]2)(=[O:33])=[O:32])[CH:27]=[C:26]([N:37]2[CH2:42][CH2:41][O:40][CH2:39][C@@H:38]2[CH3:43])[N:25]=1, predict the reaction product. The product is: [CH:1]1([NH:4][C:5](=[O:16])[NH:6][C:7]2[CH:12]=[CH:11][C:10]([C:24]3[N:29]=[C:28]([CH2:30][S:31]([CH:34]4[CH2:36][CH2:35]4)(=[O:32])=[O:33])[CH:27]=[C:26]([N:37]4[CH2:42][CH2:41][O:40][CH2:39][C@@H:38]4[CH3:43])[N:25]=3)=[CH:9][CH:8]=2)[CH2:3][CH2:2]1. (6) Given the reactants [CH:1](=O)/[CH:2]=[CH:3]/[CH3:4].[C:6]1([S:12]([C:15]#[N:16])(=[O:14])=[O:13])[CH:11]=[CH:10][CH:9]=[CH:8][CH:7]=1, predict the reaction product. The product is: [C:6]1([S:12]([C:15]2[CH:4]=[CH:3][CH:2]=[CH:1][N:16]=2)(=[O:13])=[O:14])[CH:7]=[CH:8][CH:9]=[CH:10][CH:11]=1. (7) Given the reactants [CH:1]([C:3]1[CH:8]=[CH:7][C:6]([C:9]2([C:12]#[N:13])[CH2:11][CH2:10]2)=[CH:5][CH:4]=1)=O.[NH:14]1[CH2:18][CH2:17][CH2:16][CH2:15]1.C(O[BH-](OC(=O)C)OC(=O)C)(=O)C.[Na+].CO, predict the reaction product. The product is: [N:14]1([CH2:1][C:3]2[CH:8]=[CH:7][C:6]([C:9]3([C:12]#[N:13])[CH2:11][CH2:10]3)=[CH:5][CH:4]=2)[CH2:18][CH2:17][CH2:16][CH2:15]1. (8) Given the reactants C1(P(C2C=CC=CC=2)C2C=CC=CC=2)C=CC=CC=1.[C:20]([Br:24])(Br)(Br)Br.[CH2:25]([N:32]1[CH2:37][CH2:36][N:35]([C:38]([O:40][C:41]([CH3:44])([CH3:43])[CH3:42])=[O:39])[CH2:34][C@H:33]1CO)[C:26]1[CH:31]=[CH:30][CH:29]=[CH:28][CH:27]=1, predict the reaction product. The product is: [CH2:25]([N:32]1[CH2:33][CH2:34][N:35]([C:38]([O:40][C:41]([CH3:44])([CH3:43])[CH3:42])=[O:39])[CH2:36][C@H:37]1[CH2:20][Br:24])[C:26]1[CH:27]=[CH:28][CH:29]=[CH:30][CH:31]=1. (9) Given the reactants Cl[C:2]1[N:7]=[CH:6][N:5]=[C:4]([NH2:8])[C:3]=1[NH2:9].CC(=O)C(=[O:14])C.[C:16]1(C)C=C[CH:19]=[CH:18][CH:17]=1, predict the reaction product. The product is: [CH3:16][C:17]1[N:9]=[C:3]2[C:4](=[N:8][C:18]=1[CH3:19])[N:5]=[CH:6][N:7]=[C:2]2[OH:14].